From a dataset of Peptide-MHC class I binding affinity with 185,985 pairs from IEDB/IMGT. Regression. Given a peptide amino acid sequence and an MHC pseudo amino acid sequence, predict their binding affinity value. This is MHC class I binding data. (1) The peptide sequence is QDEENIGIY. The MHC is Mamu-A02 with pseudo-sequence Mamu-A02. The binding affinity (normalized) is 0. (2) The peptide sequence is KSINKVYGRY. The MHC is HLA-A11:01 with pseudo-sequence HLA-A11:01. The binding affinity (normalized) is 0.346. (3) The peptide sequence is GVKVRVWLF. The MHC is HLA-A02:11 with pseudo-sequence HLA-A02:11. The binding affinity (normalized) is 0.0847. (4) The peptide sequence is NIFMTLVPV. The MHC is HLA-A02:02 with pseudo-sequence HLA-A02:02. The binding affinity (normalized) is 0.588. (5) The peptide sequence is RIGGVLIFR. The MHC is HLA-B08:03 with pseudo-sequence HLA-B08:03. The binding affinity (normalized) is 0.0847. (6) The peptide sequence is CHATLTHRL. The MHC is HLA-B15:09 with pseudo-sequence HLA-B15:09. The binding affinity (normalized) is 0.216.